Dataset: Forward reaction prediction with 1.9M reactions from USPTO patents (1976-2016). Task: Predict the product of the given reaction. Given the reactants [CH2:1]([O:8][CH2:9][CH2:10][CH:11]1[CH2:16][C:15]([CH2:17][OH:18])=[CH:14][CH2:13][CH2:12]1)[C:2]1[CH:7]=[CH:6][CH:5]=[CH:4][CH:3]=1.C(N(CC)CC)C.[CH3:26][C:27]([Si:30](Cl)([CH3:32])[CH3:31])([CH3:29])[CH3:28], predict the reaction product. The product is: [CH2:1]([O:8][CH2:9][CH2:10][CH:11]1[CH2:16][C:15]([CH2:17][O:18][Si:30]([C:27]([CH3:29])([CH3:28])[CH3:26])([CH3:32])[CH3:31])=[CH:14][CH2:13][CH2:12]1)[C:2]1[CH:7]=[CH:6][CH:5]=[CH:4][CH:3]=1.